Dataset: Forward reaction prediction with 1.9M reactions from USPTO patents (1976-2016). Task: Predict the product of the given reaction. Given the reactants [CH3:1][C:2]1[N:19]([S:20]([C:23]2[CH:28]=[CH:27][CH:26]=[CH:25][CH:24]=2)(=[O:22])=[O:21])[C:5]2=[N:6][CH:7]=[CH:8][C:9](B3OC(C)(C)C(C)(C)O3)=[C:4]2[CH:3]=1.Br[C:30]1[S:34][C:33]([S:35]([NH:38][CH:39]2[CH2:44][CH2:43][S:42](=[O:46])(=[O:45])[CH2:41][CH2:40]2)(=[O:37])=[O:36])=[CH:32][CH:31]=1.C(=O)([O-])[O-].[Na+].[Na+], predict the reaction product. The product is: [O:45]=[S:42]1(=[O:46])[CH2:43][CH2:44][CH:39]([NH:38][S:35]([C:33]2[S:34][C:30]([C:9]3[CH:8]=[CH:7][N:6]=[C:5]4[N:19]([S:20]([C:23]5[CH:28]=[CH:27][CH:26]=[CH:25][CH:24]=5)(=[O:21])=[O:22])[C:2]([CH3:1])=[CH:3][C:4]=34)=[CH:31][CH:32]=2)(=[O:37])=[O:36])[CH2:40][CH2:41]1.